This data is from NCI-60 drug combinations with 297,098 pairs across 59 cell lines. The task is: Regression. Given two drug SMILES strings and cell line genomic features, predict the synergy score measuring deviation from expected non-interaction effect. (1) Drug 1: CC1=CC=C(C=C1)C2=CC(=NN2C3=CC=C(C=C3)S(=O)(=O)N)C(F)(F)F. Drug 2: C1CN(P(=O)(OC1)NCCCl)CCCl. Cell line: OVCAR3. Synergy scores: CSS=-0.305, Synergy_ZIP=-1.60, Synergy_Bliss=-3.77, Synergy_Loewe=-3.57, Synergy_HSA=-3.88. (2) Drug 1: C1CN(CCN1C(=O)CCBr)C(=O)CCBr. Drug 2: CC1C(C(CC(O1)OC2CC(CC3=C2C(=C4C(=C3O)C(=O)C5=C(C4=O)C(=CC=C5)OC)O)(C(=O)CO)O)N)O.Cl. Cell line: NCI/ADR-RES. Synergy scores: CSS=12.7, Synergy_ZIP=-7.09, Synergy_Bliss=-2.79, Synergy_Loewe=-4.36, Synergy_HSA=-0.256. (3) Drug 1: C#CCC(CC1=CN=C2C(=N1)C(=NC(=N2)N)N)C3=CC=C(C=C3)C(=O)NC(CCC(=O)O)C(=O)O. Drug 2: C1CN(P(=O)(OC1)NCCCl)CCCl. Cell line: SK-MEL-28. Synergy scores: CSS=0.352, Synergy_ZIP=-1.57, Synergy_Bliss=-2.46, Synergy_Loewe=-5.78, Synergy_HSA=-6.56. (4) Drug 1: CN(C(=O)NC(C=O)C(C(C(CO)O)O)O)N=O. Drug 2: CCC1(C2=C(COC1=O)C(=O)N3CC4=CC5=C(C=CC(=C5CN(C)C)O)N=C4C3=C2)O.Cl. Cell line: NCI-H522. Synergy scores: CSS=3.72, Synergy_ZIP=-14.8, Synergy_Bliss=-29.2, Synergy_Loewe=-32.8, Synergy_HSA=-23.8. (5) Drug 1: C1=CC(=CC=C1C#N)C(C2=CC=C(C=C2)C#N)N3C=NC=N3. Drug 2: CN1C2=C(C=C(C=C2)N(CCCl)CCCl)N=C1CCCC(=O)O.Cl. Cell line: SF-268. Synergy scores: CSS=3.61, Synergy_ZIP=-0.829, Synergy_Bliss=-0.0381, Synergy_Loewe=-7.53, Synergy_HSA=-1.50.